This data is from Reaction yield outcomes from USPTO patents with 853,638 reactions. The task is: Predict the reaction yield, written as a fraction of the theoretical maximum amount of product (1.0 means a 100% yield; for example, 0.34 means a 34% yield). (1) The reactants are [Cr](Cl)([O-])(=O)=O.[NH+]1C=CC=CC=1.[CH2:12]([CH:14]1[CH2:19][CH2:18][CH2:17][CH2:16][CH:15]1[OH:20])[CH3:13]. The catalyst is C(Cl)Cl. The product is [CH2:12]([CH:14]1[CH2:19][CH2:18][CH2:17][CH2:16][C:15]1=[O:20])[CH3:13]. The yield is 0.770. (2) The reactants are [CH3:1][O:2][C:3](=[O:16])[C:4]1[CH:9]=[C:8](I)[C:7]([C:11]([F:14])([F:13])[F:12])=[CH:6][C:5]=1[NH2:15].[CH3:17][N:18]1[C:22]([Sn](CCCC)(CCCC)CCCC)=[CH:21][N:20]=[N:19]1. The catalyst is O1CCOCC1.C1C=CC(P(C2C=CC=CC=2)[C-]2C=CC=C2)=CC=1.C1C=CC(P(C2C=CC=CC=2)[C-]2C=CC=C2)=CC=1.Cl[Pd]Cl.[Fe+2]. The product is [CH3:1][O:2][C:3](=[O:16])[C:4]1[CH:9]=[C:8]([C:22]2[N:18]([CH3:17])[N:19]=[N:20][CH:21]=2)[C:7]([C:11]([F:14])([F:13])[F:12])=[CH:6][C:5]=1[NH2:15]. The yield is 0.410. (3) The reactants are [Br:1][C:2]1[CH:3]=[C:4]2[C:9](=[CH:10][CH:11]=1)[C:8](=O)/[C:7](=[CH:13]/[C:14]1[CH:19]=[CH:18][C:17]([O:20][C:21]([F:24])([F:23])[F:22])=[CH:16][CH:15]=1)/[CH2:6][CH2:5]2.[CH3:25][NH:26][NH2:27]. The catalyst is CCO. The product is [Br:1][C:2]1[CH:11]=[CH:10][C:9]2[C:8]3[CH:7]([CH:13]([C:14]4[CH:19]=[CH:18][C:17]([O:20][C:21]([F:24])([F:23])[F:22])=[CH:16][CH:15]=4)[N:26]([CH3:25])[N:27]=3)[CH2:6][CH2:5][C:4]=2[CH:3]=1. The yield is 0.934. (4) The reactants are [CH3:1][O:2][C:3]1[CH:4]=[C:5]2[C:10](=[CH:11][C:12]=1[O:13][CH3:14])[N:9]=[CH:8][CH:7]=[C:6]2[O:15][C:16]1[C:25]([F:26])=[CH:24][C:19]2[N:20]=[C:21]([NH2:23])[S:22][C:18]=2[CH:17]=1.CCN(CC)CC.[C:34]1([CH2:40][C:41](Cl)=[O:42])[CH:39]=[CH:38][CH:37]=[CH:36][CH:35]=1.C1COCC1. The catalyst is C(C#N)(C)=O. The product is [CH3:1][O:2][C:3]1[CH:4]=[C:5]2[C:10](=[CH:11][C:12]=1[O:13][CH3:14])[N:9]=[CH:8][CH:7]=[C:6]2[O:15][C:16]1[C:25]([F:26])=[CH:24][C:19]2[N:20]=[C:21]([NH:23][C:41](=[O:42])[CH2:40][C:34]3[CH:39]=[CH:38][CH:37]=[CH:36][CH:35]=3)[S:22][C:18]=2[CH:17]=1. The yield is 0.590. (5) The reactants are [F:1][C:2]1[CH:7]=[C:6]([S:8]([CH3:11])(=[O:10])=[O:9])[CH:5]=[CH:4][C:3]=1[C:12]1[N:17]=[CH:16][C:15]([O:18][CH2:19][CH:20]2[CH2:25][CH2:24][N:23]([C:26](OC(C)(C)C)=[O:27])[CH2:22][CH2:21]2)=[CH:14][CH:13]=1.[C:33]([OH:39])(C(F)(F)F)=[O:34].[CH2:40](Cl)Cl. No catalyst specified. The product is [F:1][C:2]1[CH:7]=[C:6]([S:8]([CH3:11])(=[O:9])=[O:10])[CH:5]=[CH:4][C:3]=1[C:12]1[N:17]=[CH:16][C:15]([O:18][CH2:19][CH:20]2[CH2:25][CH2:24][N:23]([C:26](=[O:27])[C:33]([O:39][CH3:40])=[O:34])[CH2:22][CH2:21]2)=[CH:14][CH:13]=1. The yield is 0.770. (6) The reactants are B(Br)(Br)Br.[CH2:5]([N:12]1[C:20]2[C:15](=[CH:16][CH:17]=[CH:18][CH:19]=2)[C:14]([C:21]([N:23]([CH2:25][C:26]2[CH:31]=[CH:30][C:29]([C:32]3[CH:37]=[CH:36][C:35]([O:38]C)=[C:34]([Br:40])[CH:33]=3)=[CH:28][CH:27]=2)[CH3:24])=[O:22])=[CH:13]1)[C:6]1[CH:11]=[CH:10][CH:9]=[CH:8][CH:7]=1.C(=O)=O.CC(C)=O.O. The catalyst is C(Cl)Cl. The product is [CH2:5]([N:12]1[C:20]2[C:15](=[CH:16][CH:17]=[CH:18][CH:19]=2)[C:14]([C:21]([N:23]([CH2:25][C:26]2[CH:31]=[CH:30][C:29]([C:32]3[CH:37]=[CH:36][C:35]([OH:38])=[C:34]([Br:40])[CH:33]=3)=[CH:28][CH:27]=2)[CH3:24])=[O:22])=[CH:13]1)[C:6]1[CH:7]=[CH:8][CH:9]=[CH:10][CH:11]=1. The yield is 0.980. (7) The reactants are [C:1](O)(=[O:5])[C:2]#[C:3][CH3:4].C(Cl)(=O)OCC(C)C.CN1CCOCC1.[NH2:22][C:23]1[CH:24]=[C:25]([CH:42]=[CH:43][CH:44]=1)[O:26][C:27]1[CH:28]=[CH:29][C:30]2[N:31]([CH:33]=[C:34]([NH:36][C:37]([CH:39]3[CH2:41][CH2:40]3)=[O:38])[N:35]=2)[N:32]=1.C(=O)([O-])O.[Na+]. The catalyst is O1CCCC1.N1C=CC=CC=1.CN(C)C=O. The product is [C:1]([NH:22][C:23]1[CH:24]=[C:25]([CH:42]=[CH:43][CH:44]=1)[O:26][C:27]1[CH:28]=[CH:29][C:30]2[N:31]([CH:33]=[C:34]([NH:36][C:37]([CH:39]3[CH2:41][CH2:40]3)=[O:38])[N:35]=2)[N:32]=1)(=[O:5])[C:2]#[C:3][CH3:4]. The yield is 0.730.